From a dataset of Catalyst prediction with 721,799 reactions and 888 catalyst types from USPTO. Predict which catalyst facilitates the given reaction. (1) The catalyst class is: 1. Reactant: [Mg:1].II.[Br:4][CH:5]([Br:7])[CH3:6].[Br:8][C:9]1[CH:14]=[CH:13][C:12]([C:15]2[CH:20]=CC=[CH:17][CH:16]=2)=[CH:11][CH:10]=1. Product: [Br-:4].[Mg+2:1].[Br:8][C:9]1[CH:14]=[CH:13][C:12]([C:15]2[CH:20]=[CH:6][C:5]([Br:7])=[CH:17][CH:16]=2)=[CH:11][CH:10]=1.[Br-:4]. (2) Reactant: [C:1]([S:20][CH2:21][CH2:22]/[CH:23]=[CH:24]/[C:25]#N)([C:14]1[CH:19]=[CH:18][CH:17]=[CH:16][CH:15]=1)([C:8]1[CH:13]=[CH:12][CH:11]=[CH:10][CH:9]=1)[C:2]1[CH:7]=[CH:6][CH:5]=[CH:4][CH:3]=1.CC(C[AlH]CC(C)C)C.[OH2:36]. Product: [C:1]([S:20][CH2:21][CH2:22]/[CH:23]=[CH:24]/[CH:25]=[O:36])([C:14]1[CH:19]=[CH:18][CH:17]=[CH:16][CH:15]=1)([C:8]1[CH:13]=[CH:12][CH:11]=[CH:10][CH:9]=1)[C:2]1[CH:7]=[CH:6][CH:5]=[CH:4][CH:3]=1. The catalyst class is: 11. (3) Reactant: [Li+].C[Si]([N-][Si](C)(C)C)(C)C.[Cl:11][C:12]1[N:17]=[C:16]([Cl:18])[C:15]([CH2:19][C:20]([O:22][CH2:23][CH3:24])=[O:21])=[C:14]([Cl:25])[N:13]=1.I[CH3:27].[NH4+].[Cl-]. Product: [Cl:11][C:12]1[N:13]=[C:14]([Cl:25])[C:15]([CH:19]([CH3:27])[C:20]([O:22][CH2:23][CH3:24])=[O:21])=[C:16]([Cl:18])[N:17]=1. The catalyst class is: 20.